Predict the product of the given reaction. From a dataset of Forward reaction prediction with 1.9M reactions from USPTO patents (1976-2016). Given the reactants [NH2:1][CH2:2][C@H:3]1[CH2:8][CH2:7][C@H:6]([C:9]([OH:11])=[O:10])[CH2:5][CH2:4]1.[F:12][C:13]([F:33])([F:32])[CH2:14][O:15][C:16]1[CH:21]=[CH:20][C:19]([O:22][CH2:23][C:24]([F:27])([F:26])[F:25])=[CH:18][C:17]=1[S:28](Cl)(=[O:30])=[O:29], predict the reaction product. The product is: [F:33][C:13]([F:12])([F:32])[CH2:14][O:15][C:16]1[CH:21]=[CH:20][C:19]([O:22][CH2:23][C:24]([F:25])([F:26])[F:27])=[CH:18][C:17]=1[S:28]([NH:1][CH2:2][C@H:3]1[CH2:4][CH2:5][C@H:6]([C:9]([OH:11])=[O:10])[CH2:7][CH2:8]1)(=[O:30])=[O:29].